From a dataset of Reaction yield outcomes from USPTO patents with 853,638 reactions. Predict the reaction yield, written as a fraction of the theoretical maximum amount of product (1.0 means a 100% yield; for example, 0.34 means a 34% yield). (1) The reactants are [NH:1]1[CH:5]=[N:4][CH:3]=[N:2]1.[Na].[F:7][C:8]1[CH:13]=[C:12]([F:14])[CH:11]=[CH:10][C:9]=1[C:15]1([C:18]([C:20]2[CH:25]=[CH:24][C:23]([I:26])=[CH:22][CH:21]=2)=[CH2:19])[CH2:17][O:16]1. The catalyst is CN(C=O)C. The product is [F:7][C:8]1[CH:13]=[C:12]([F:14])[CH:11]=[CH:10][C:9]=1[C:15]([OH:16])([C:18]([C:20]1[CH:21]=[CH:22][C:23]([I:26])=[CH:24][CH:25]=1)=[CH2:19])[CH2:17][N:1]1[CH:5]=[N:4][CH:3]=[N:2]1. The yield is 0.610. (2) The reactants are [Cl-].[C:2]1([CH3:11])[CH:7]=[CH:6][C:5]([C:8](Cl)=[O:9])=[CH:4][CH:3]=1.[C:12]1([S:18]([N:21]2[CH:25]=[CH:24][CH:23]=[CH:22]2)(=[O:20])=[O:19])[CH:17]=[CH:16][CH:15]=[CH:14][CH:13]=1. The catalyst is C(Cl)CCl. The product is [C:12]1([S:18]([N:21]2[CH:22]=[CH:23][C:24]([C:8]([C:5]3[CH:6]=[CH:7][C:2]([CH3:11])=[CH:3][CH:4]=3)=[O:9])=[CH:25]2)(=[O:20])=[O:19])[CH:13]=[CH:14][CH:15]=[CH:16][CH:17]=1. The yield is 1.00. (3) The reactants are [CH3:1][O:2][C:3](=[O:29])[C:4]1[CH:9]=[CH:8][C:7]([C:10]([C:12]2[C:21]([CH2:22][CH2:23][CH3:24])=[CH:20][C:19]3[C:18]([CH3:26])([CH3:25])[CH2:17][CH2:16][C:15]([CH3:28])([CH3:27])[C:14]=3[CH:13]=2)=O)=[CH:6][CH:5]=1.[Br-].[CH3:31][P+](C1C=CC=CC=1)(C1C=CC=CC=1)C1C=CC=CC=1.[N-]=[N+]=[N-].[Na+]. The catalyst is C1COCC1. The product is [CH3:1][O:2][C:3](=[O:29])[C:4]1[CH:5]=[CH:6][C:7]([CH:10]=[CH:12][C:21]2[C:22]([CH2:23][CH2:24][CH3:31])=[CH:13][C:14]3[C:15]([CH3:28])([CH3:27])[CH2:16][CH2:17][C:18]([CH3:26])([CH3:25])[C:19]=3[CH:20]=2)=[CH:8][CH:9]=1. The yield is 0.780. (4) The reactants are [C:1]1([C:7]2[O:8][CH:9]=[C:10]([CH2:12][CH2:13][NH2:14])[N:11]=2)[CH:6]=[CH:5][CH:4]=[CH:3][CH:2]=1.[F:15][C:16]([F:32])([F:31])[C:17]1[O:21][N:20]=[C:19]([C:22]2[CH:23]=[N:24][CH:25]=[C:26]([CH:30]=2)[C:27](O)=[O:28])[N:18]=1. No catalyst specified. The product is [C:1]1([C:7]2[O:8][CH:9]=[C:10]([CH2:12][CH2:13][NH:14][C:27](=[O:28])[C:26]3[CH:30]=[C:22]([C:19]4[N:18]=[C:17]([C:16]([F:32])([F:31])[F:15])[O:21][N:20]=4)[CH:23]=[N:24][CH:25]=3)[N:11]=2)[CH:2]=[CH:3][CH:4]=[CH:5][CH:6]=1. The yield is 0.320. (5) The reactants are [C:1]1([CH3:17])[CH:6]=[CH:5][C:4]([S:7]([C:10]2([CH2:15][NH2:16])[CH2:14][CH2:13][CH2:12][CH2:11]2)(=[O:9])=[O:8])=[CH:3][CH:2]=1.[N:18]([C:21]1[C:26]([CH:27]([CH3:29])[CH3:28])=[CH:25][CH:24]=[CH:23][C:22]=1[CH:30]([CH3:32])[CH3:31])=[C:19]=[O:20]. No catalyst specified. The product is [CH:30]([C:22]1[CH:23]=[CH:24][CH:25]=[C:26]([CH:27]([CH3:28])[CH3:29])[C:21]=1[NH:18][C:19]([NH:16][CH2:15][C:10]1([S:7]([C:4]2[CH:3]=[CH:2][C:1]([CH3:17])=[CH:6][CH:5]=2)(=[O:9])=[O:8])[CH2:14][CH2:13][CH2:12][CH2:11]1)=[O:20])([CH3:31])[CH3:32]. The yield is 0.770. (6) The reactants are [CH:1]1([C:6]2[CH:14]=[CH:13][C:9]([C:10]([OH:12])=O)=[CH:8][CH:7]=2)[CH2:5][CH2:4][CH2:3][CH2:2]1.CN(C(ON1N=NC2C=CC=NC1=2)=[N+](C)C)C.F[P-](F)(F)(F)(F)F.C(N(CC)CC)C.[NH2:46][CH2:47][C:48]1[C:49]([OH:56])=[N:50][C:51]([CH3:55])=[CH:52][C:53]=1[CH3:54]. The catalyst is ClCCl. The product is [CH:1]1([C:6]2[CH:7]=[CH:8][C:9]([C:10]([NH:46][CH2:47][C:48]3[C:49]([OH:56])=[N:50][C:51]([CH3:55])=[CH:52][C:53]=3[CH3:54])=[O:12])=[CH:13][CH:14]=2)[CH2:2][CH2:3][CH2:4][CH2:5]1. The yield is 0.220. (7) The reactants are [CH3:1][C:2]1[N:7]=[CH:6][C:5]([O:8][CH:9]2[CH2:12][N:11]([C:13]([CH:15]3[CH2:21][CH2:20][CH2:19][N:18]([C:22](OCC4C=CC=CC=4)=O)[CH2:17][CH2:16]3)=[O:14])[CH2:10]2)=[CH:4][CH:3]=1.[C:32]1(=O)[CH2:35]C[CH2:33]1. The yield is 0.400. The catalyst is CCO.[Pd]. The product is [CH:22]1([N:18]2[CH2:19][CH2:20][CH2:21][CH:15]([C:13]([N:11]3[CH2:10][CH:9]([O:8][C:5]4[CH:6]=[N:7][C:2]([CH3:1])=[CH:3][CH:4]=4)[CH2:12]3)=[O:14])[CH2:16][CH2:17]2)[CH2:35][CH2:32][CH2:33]1.